This data is from Catalyst prediction with 721,799 reactions and 888 catalyst types from USPTO. The task is: Predict which catalyst facilitates the given reaction. Reactant: [Cl:1][C:2]1[CH:3]=[C:4]([CH:8]([CH2:11][C@H:12]([OH:23])[CH2:13][CH2:14][O:15][CH2:16][C:17]2[CH:22]=[CH:21][CH:20]=[CH:19][CH:18]=2)[C:9]#[N:10])[CH:5]=[CH:6][CH:7]=1.[C:24]1(C)[C:25]([S:30](Cl)(=[O:32])=[O:31])=[CH:26][CH:27]=[CH:28][CH:29]=1.[CH:35](Cl)(Cl)Cl. Product: [CH3:35][C:28]1[CH:29]=[CH:24][C:25]([S:30]([O:23][C@H:12]([CH2:13][CH2:14][O:15][CH2:16][C:17]2[CH:18]=[CH:19][CH:20]=[CH:21][CH:22]=2)[CH2:11][CH:8]([C:4]2[CH:5]=[CH:6][CH:7]=[C:2]([Cl:1])[CH:3]=2)[C:9]#[N:10])(=[O:31])=[O:32])=[CH:26][CH:27]=1. The catalyst class is: 383.